From a dataset of Catalyst prediction with 721,799 reactions and 888 catalyst types from USPTO. Predict which catalyst facilitates the given reaction. (1) Reactant: [H-].[Na+].C1COCC1.[O:8]=[C:9]1[CH:15]([NH:16][C:17](=[O:23])[O:18][C:19]([CH3:22])([CH3:21])[CH3:20])[CH2:14][S:13][CH2:12][CH2:11][NH:10]1.[CH2:24]([O:28][C:29]1[CH:36]=[CH:35][C:32]([CH2:33]Br)=[CH:31][CH:30]=1)[CH2:25][CH2:26][CH3:27]. Product: [C:19]([O:18][C:17](=[O:23])[NH:16][CH:15]1[CH2:14][S:13][CH2:12][CH2:11][N:10]([CH2:33][C:32]2[CH:35]=[CH:36][C:29]([O:28][CH2:24][CH2:25][CH2:26][CH3:27])=[CH:30][CH:31]=2)[C:9]1=[O:8])([CH3:20])([CH3:22])[CH3:21]. The catalyst class is: 238. (2) Reactant: [CH2:1]([O:8][C@H:9]1[C@H:14]([O:15][CH2:16][C:17]2[CH:22]=[CH:21][CH:20]=[CH:19][CH:18]=2)[C@@H:13]([O:23][CH2:24][C:25]2[CH:30]=[CH:29][CH:28]=[CH:27][CH:26]=2)[CH:12]([C:31]2[CH:39]=[C:38]([CH2:40][C:41]3[CH:46]=[CH:45][C:44]([O:47][CH3:48])=[CH:43][CH:42]=3)[C:37](Br)=[C:36]3[C:32]=2[CH2:33][CH2:34][CH2:35]3)[O:11][C@@H:10]1[CH2:50][O:51][CH2:52][C:53]1[CH:58]=[CH:57][CH:56]=[CH:55][CH:54]=1)[C:2]1[CH:7]=[CH:6][CH:5]=[CH:4][CH:3]=1.[Li]CCCC.C1C=CC(S(N(S(C2C=CC=CC=2)(=O)=O)[F:74])(=O)=O)=CC=1. Product: [CH2:1]([O:8][C@H:9]1[C@H:14]([O:15][CH2:16][C:17]2[CH:22]=[CH:21][CH:20]=[CH:19][CH:18]=2)[C@@H:13]([O:23][CH2:24][C:25]2[CH:30]=[CH:29][CH:28]=[CH:27][CH:26]=2)[CH:12]([C:31]2[CH:39]=[C:38]([CH2:40][C:41]3[CH:46]=[CH:45][C:44]([O:47][CH3:48])=[CH:43][CH:42]=3)[C:37]([F:74])=[C:36]3[C:32]=2[CH2:33][CH2:34][CH2:35]3)[O:11][C@@H:10]1[CH2:50][O:51][CH2:52][C:53]1[CH:58]=[CH:57][CH:56]=[CH:55][CH:54]=1)[C:2]1[CH:7]=[CH:6][CH:5]=[CH:4][CH:3]=1. The catalyst class is: 1. (3) Reactant: [OH:1][CH2:2][C:3]1[CH:4]=[C:5]([CH2:11][OH:12])[CH:6]=[CH:7][C:8]=1[CH2:9][OH:10].[CH:13]([O-])([O-])[O:14][CH3:15].O.[O-2].[O-2].[O-2].O=[Si]=O.O=[Si]=O.O=[Si]=O.O=[Si]=O.[Al+3].[Al+3]. Product: [CH3:13][O:14][CH:15]1[O:1][CH2:2][C:3]2[CH:4]=[C:5]([CH2:11][OH:12])[CH:6]=[CH:7][C:8]=2[CH2:9][O:10]1. The catalyst class is: 57. (4) Reactant: [CH3:1][O:2][C:3]1[CH:4]=[C:5]2[C:9](=[CH:10][C:11]=1[O:12][CH3:13])[CH:8](C#N)[O:7][C:6]2=[O:16].C[Si]([N-][Si](C)(C)C)(C)C.[Li+].[O:27]1[CH2:31][CH:30]=[CH:29][C:28]1=[O:32].C(=O)([O-])[O:34][C:35]([O:37][C:38]([CH3:41])([CH3:40])[CH3:39])=O.[Cl-].[NH4+]. Product: [C:35](=[O:34])([O:7][C:8]1[C:30]2[CH2:31][O:27][C:28](=[O:32])[C:29]=2[C:6]([OH:16])=[C:5]2[C:9]=1[CH:10]=[C:11]([O:12][CH3:13])[C:3]([O:2][CH3:1])=[CH:4]2)[O:37][C:38]([CH3:41])([CH3:40])[CH3:39]. The catalyst class is: 7.